This data is from Forward reaction prediction with 1.9M reactions from USPTO patents (1976-2016). The task is: Predict the product of the given reaction. (1) The product is: [C:5]([N:19]1[CH2:44][CH2:45][N:13]([CH2:14][CH2:15][O:16][C:17]2[C:21]([CH3:22])=[C:20]([NH:23][C:24]([NH:26][C@H:27]3[C@H:31]([C:32]4[CH:37]=[CH:36][C:35]([F:38])=[C:34]([F:39])[CH:33]=4)[CH2:30][N:29]([CH2:40][CH2:41][O:42][CH3:43])[CH2:28]3)=[O:25])[N:19]([C:44]3[CH:45]=[CH:46][CH:47]=[CH:48][CH:49]=3)[N:18]=2)[CH2:21][CH2:20]1)(=[O:7])[CH3:6]. Given the reactants C(O[C:5](=[O:7])[CH3:6])(=O)C.CS(Cl)(=O)=O.[NH2:13][CH2:14][CH2:15][O:16][C:17]1[C:21]([CH3:22])=[C:20]([NH:23][C:24]([NH:26][C@H:27]2[C@H:31]([C:32]3[CH:37]=[CH:36][C:35]([F:38])=[C:34]([F:39])[CH:33]=3)[CH2:30][N:29]([CH2:40][CH2:41][O:42][CH3:43])[CH2:28]2)=[O:25])[N:19]([C:44]2[CH:49]=[CH:48][CH:47]=[CH:46][CH:45]=2)[N:18]=1, predict the reaction product. (2) Given the reactants [CH3:1][C:2]1[C:6]([CH:7]=[CH:8][CH2:9][CH2:10][C:11]2[CH:16]=[CH:15][CH:14]=[CH:13][CH:12]=2)=[C:5]([C:17]2[CH:22]=[CH:21][C:20]([C:23]3[CH:28]=[CH:27][C:26]([C:29]4([C:32]([OH:34])=[O:33])[CH2:31][CH2:30]4)=[CH:25][CH:24]=3)=[CH:19][CH:18]=2)[O:4][N:3]=1, predict the reaction product. The product is: [CH3:1][C:2]1[C:6]([CH2:7][CH2:8][CH2:9][CH2:10][C:11]2[CH:12]=[CH:13][CH:14]=[CH:15][CH:16]=2)=[C:5]([C:17]2[CH:22]=[CH:21][C:20]([C:23]3[CH:28]=[CH:27][C:26]([C:29]4([C:32]([OH:34])=[O:33])[CH2:31][CH2:30]4)=[CH:25][CH:24]=3)=[CH:19][CH:18]=2)[O:4][N:3]=1. (3) Given the reactants [F:1][C:2]([F:14])([CH3:13])[CH2:3][CH2:4][CH2:5][CH2:6][N:7]1[CH:11]=[C:10]([NH2:12])[CH:9]=[N:8]1.[CH3:15][C:16]1[O:17][C:18]([C:24]2[CH:29]=[CH:28][CH:27]=[CH:26][CH:25]=2)=[C:19]([C:21](O)=[O:22])[N:20]=1, predict the reaction product. The product is: [F:14][C:2]([F:1])([CH3:13])[CH2:3][CH2:4][CH2:5][CH2:6][N:7]1[CH:11]=[C:10]([NH:12][C:21]([C:19]2[N:20]=[C:16]([CH3:15])[O:17][C:18]=2[C:24]2[CH:25]=[CH:26][CH:27]=[CH:28][CH:29]=2)=[O:22])[CH:9]=[N:8]1.